Task: Predict the reactants needed to synthesize the given product.. Dataset: Full USPTO retrosynthesis dataset with 1.9M reactions from patents (1976-2016) (1) Given the product [NH:10]1[CH2:11][CH2:12][CH:7]([C:4]2[CH:3]=[CH:2][N:1]=[CH:6][CH:5]=2)[CH2:8][CH2:9]1, predict the reactants needed to synthesize it. The reactants are: [N:1]1[CH:6]=[CH:5][C:4]([C:7]2[CH:12]=[CH:11][N:10]=[CH:9][CH:8]=2)=[CH:3][CH:2]=1.[H][H].CO. (2) Given the product [CH2:1]([O:3][C:4]([C:6]1[C:7](=[N:33][OH:32])[C:8]2[C:13]([C:14]=1[C:15]1[CH:20]=[CH:19][CH:18]=[CH:17][CH:16]=1)=[CH:12][CH:11]=[C:10]([O:21][CH2:22][CH2:23][CH2:24][C:25]1[CH:30]=[CH:29][CH:28]=[CH:27][CH:26]=1)[CH:9]=2)=[O:5])[CH3:2], predict the reactants needed to synthesize it. The reactants are: [CH2:1]([O:3][C:4]([C:6]1[C:7](=O)[C:8]2[C:13]([C:14]=1[C:15]1[CH:20]=[CH:19][CH:18]=[CH:17][CH:16]=1)=[CH:12][CH:11]=[C:10]([O:21][CH2:22][CH2:23][CH2:24][C:25]1[CH:30]=[CH:29][CH:28]=[CH:27][CH:26]=1)[CH:9]=2)=[O:5])[CH3:2].[OH:32][NH2:33].Cl.N1C=CC=CC=1. (3) Given the product [C:13]([O:11][C:7]1[CH:6]=[C:5]2[C:10](=[CH:9][CH:8]=1)[N:1]=[CH:2][N:3]=[C:4]2[OH:12])(=[O:15])[CH3:14], predict the reactants needed to synthesize it. The reactants are: [N:1]1[C:10]2[C:5](=[CH:6][C:7]([OH:11])=[CH:8][CH:9]=2)[C:4]([OH:12])=[N:3][CH:2]=1.[C:13](OC(=O)C)(=[O:15])[CH3:14]. (4) Given the product [O:1]1[CH:5]=[CH:4][N:3]=[C:2]1[C:6]([C:12]1[CH:17]=[CH:16][C:15]([O:18][CH:19]2[CH2:24][CH2:23][CH2:22][CH2:21][O:20]2)=[CH:14][CH:13]=1)=[CH:7][C:8]([O:10][CH3:11])=[O:9], predict the reactants needed to synthesize it. The reactants are: [O:1]1[CH:5]=[CH:4][N:3]=[C:2]1[CH:6]([C:12]1[CH:17]=[CH:16][C:15]([O:18][CH:19]2[CH2:24][CH2:23][CH2:22][CH2:21][O:20]2)=[CH:14][CH:13]=1)[CH2:7][C:8]([O:10][CH3:11])=[O:9].O.C1(C)C=CC(S(O)(=O)=O)=CC=1. (5) Given the product [Cl:13][C:12]1[CH:2]=[C:3]([CH:9]=[C:10]([CH3:19])[C:11]=1[CH:14]=[O:15])[C:4]([O:6][CH2:7][CH3:8])=[O:5], predict the reactants needed to synthesize it. The reactants are: N[C:2]1[C:12]([Cl:13])=[C:11]([CH:14]2OCC[O:15]2)[C:10]([CH3:19])=[CH:9][C:3]=1[C:4]([O:6][CH2:7][CH3:8])=[O:5].C(OC(=O)C1C=CC(C=O)=C(C(F)(F)F)C=1)C. (6) Given the product [Cl:6][C:7]1[CH:8]=[C:9]([C:14]2([C:28]([F:31])([F:30])[F:29])[O:39][N:2]=[C:16]([C:18]3[CH:26]=[CH:25][C:21]([C:22]([OH:24])=[O:23])=[C:20]([CH3:27])[CH:19]=3)[CH2:15]2)[CH:10]=[C:11]([Cl:13])[CH:12]=1, predict the reactants needed to synthesize it. The reactants are: C[N:2](C)C=O.[Cl:6][C:7]1[CH:8]=[C:9]([C:14]([C:28]([F:31])([F:30])[F:29])=[CH:15][C:16]([C:18]2[CH:26]=[CH:25][C:21]([C:22]([OH:24])=[O:23])=[C:20]([CH3:27])[CH:19]=2)=O)[CH:10]=[C:11]([Cl:13])[CH:12]=1.C1(C)C=CC=CC=1.[OH2:39].